This data is from Reaction yield outcomes from USPTO patents with 853,638 reactions. The task is: Predict the reaction yield, written as a fraction of the theoretical maximum amount of product (1.0 means a 100% yield; for example, 0.34 means a 34% yield). The reactants are [C:1]1([CH2:7][C:8](=[O:10])[CH3:9])[CH:6]=[CH:5][CH:4]=[CH:3][CH:2]=1.[CH3:11][N:12]([CH:14](OC)OC)[CH3:13]. The catalyst is CN(C=O)C. The product is [CH3:11][N:12]([CH3:14])/[CH:13]=[C:7](\[C:1]1[CH:6]=[CH:5][CH:4]=[CH:3][CH:2]=1)/[C:8](=[O:10])[CH3:9]. The yield is 0.180.